From a dataset of Forward reaction prediction with 1.9M reactions from USPTO patents (1976-2016). Predict the product of the given reaction. (1) Given the reactants [NH2:1][C:2]1[CH:10]=[C:9]([C:11]([OH:13])=[O:12])[CH:8]=[CH:7][C:3]=1[C:4](O)=[O:5].[CH:14]([NH2:16])=O, predict the reaction product. The product is: [O:5]=[C:4]1[C:3]2[C:2](=[CH:10][C:9]([C:11]([OH:13])=[O:12])=[CH:8][CH:7]=2)[N:1]=[CH:14][NH:16]1. (2) Given the reactants [Cl:1][C:2]1[CH:3]=[CH:4][C:5](/[CH:14]=[CH:15]/[C:16]([O:18]C(C)(C)C)=[O:17])=[C:6]([C:8]2[CH:13]=[CH:12][CH:11]=[CH:10][CH:9]=2)[CH:7]=1, predict the reaction product. The product is: [Cl:1][C:2]1[CH:3]=[CH:4][C:5]([CH2:14][CH2:15][C:16]([OH:18])=[O:17])=[C:6]([C:8]2[CH:13]=[CH:12][CH:11]=[CH:10][CH:9]=2)[CH:7]=1. (3) Given the reactants F[C:2]1[CH:3]=[C:4]([C:12]2[C:13]3[C:20]([C:22]4[CH:27]=[CH:26][CH:25]=[CH:24][CH:23]=4)([OH:21])[CH2:19][CH2:18][C:14]=3[CH:15]=[N:16][CH:17]=2)[CH:5]=[CH:6][C:7]=1[C:8]([F:11])([F:10])[F:9].[F:28]C1C=C(C(F)(F)F)C=CC=1C1C2C(=O)CCC=2C=NC=1, predict the reaction product. The product is: [F:28][C:3]1[CH:2]=[C:7]([C:8]([F:10])([F:9])[F:11])[CH:6]=[CH:5][C:4]=1[C:12]1[C:13]2[C:20]([C:22]3[CH:27]=[CH:26][CH:25]=[CH:24][CH:23]=3)([OH:21])[CH2:19][CH2:18][C:14]=2[CH:15]=[N:16][CH:17]=1. (4) Given the reactants [CH3:1]S(N)(=O)=O.[NH:6]1[CH2:10][CH2:9][N:8]=[C:7]1[CH2:11][N:12]1[C:20]2[C:15](=[CH:16][C:17](N)=[CH:18][CH:19]=2)[C:14]([S:22]([CH3:25])(=[O:24])=[O:23])=[CH:13]1.CS(Cl)(=O)=O, predict the reaction product. The product is: [NH:6]1[CH2:10][CH2:9][N:8]=[C:7]1[CH2:11][N:12]1[C:20]2[C:15](=[CH:16][CH:17]=[CH:18][C:19]=2[CH3:1])[C:14]([S:22]([CH3:25])(=[O:24])=[O:23])=[CH:13]1. (5) Given the reactants [CH:1]1([C:4]2[N:8]([C:9]3[CH:14]=[CH:13][CH:12]=[C:11]([C:15]([F:18])([F:17])[F:16])[CH:10]=3)[N:7]=[C:6]([CH3:19])[C:5]=2[C:20]([N:22]2[CH2:27][CH2:26][C:25](=O)[CH2:24][CH2:23]2)=[O:21])[CH2:3][CH2:2]1.Cl.[OH:30][CH2:31][C@H:32]1[NH:36][CH2:35][C@H:34]([NH:37][C:38](=[O:40])[CH3:39])[CH2:33]1, predict the reaction product. The product is: [CH:1]1([C:4]2[N:8]([C:9]3[CH:14]=[CH:13][CH:12]=[C:11]([C:15]([F:18])([F:16])[F:17])[CH:10]=3)[N:7]=[C:6]([CH3:19])[C:5]=2[C:20]([N:22]2[CH2:27][CH2:26][CH:25]([N:36]3[C@H:32]([CH2:31][OH:30])[CH2:33][C@@H:34]([NH:37][C:38](=[O:40])[CH3:39])[CH2:35]3)[CH2:24][CH2:23]2)=[O:21])[CH2:3][CH2:2]1. (6) Given the reactants [NH2:1][C:2]1[C:3]2[NH:10][CH:9]=[C:8]([CH2:11][N:12]3[CH2:16][C@H:15]([CH2:17][S:18][CH3:19])[C@@H:14]([OH:20])[CH2:13]3)[C:4]=2[N:5]=[CH:6][N:7]=1.O.O.[C:23]([OH:28])(=[O:27])[C:24]([OH:26])=[O:25].CC(O)C, predict the reaction product. The product is: [C:23]([OH:28])(=[O:27])[C:24]([OH:26])=[O:25].[NH2:1][C:2]1[C:3]2[NH:10][CH:9]=[C:8]([CH2:11][N:12]3[CH2:16][C@H:15]([CH2:17][S:18][CH3:19])[C@@H:14]([OH:20])[CH2:13]3)[C:4]=2[N:5]=[CH:6][N:7]=1. (7) Given the reactants [CH:1]1([N:6]2[C:10]3[N:11]=[C:12]([NH2:15])[N:13]=[CH:14][C:9]=3[C:8]3[CH:16]=[CH:17][N:18]=[C:19]([F:20])[C:7]2=3)[CH2:5][CH2:4][CH2:3][CH2:2]1.[Si:21]([O:28][C@H:29]1[CH2:33][CH2:32][N:31]([C:34]2[CH:35]=[CH:36][C:37](Cl)=[N:38][CH:39]=2)[CH2:30]1)([C:24]([CH3:27])([CH3:26])[CH3:25])([CH3:23])[CH3:22], predict the reaction product. The product is: [Si:21]([O:28][C@H:29]1[CH2:33][CH2:32][N:31]([C:34]2[CH:35]=[CH:36][C:37]([NH:15][C:12]3[N:13]=[CH:14][C:9]4[C:8]5[CH:16]=[CH:17][N:18]=[C:19]([F:20])[C:7]=5[N:6]([CH:1]5[CH2:2][CH2:3][CH2:4][CH2:5]5)[C:10]=4[N:11]=3)=[N:38][CH:39]=2)[CH2:30]1)([C:24]([CH3:27])([CH3:25])[CH3:26])([CH3:23])[CH3:22]. (8) Given the reactants [CH2:1]([O:8][CH2:9][C:10]1([CH3:46])[CH2:18][C:17]2[N:16]([CH2:19][O:20][CH2:21][CH2:22][Si:23]([CH3:26])([CH3:25])[CH3:24])[N:15]=[C:14]([C:27]3[N:28]([CH2:38][O:39][CH2:40][CH2:41][Si:42]([CH3:45])([CH3:44])[CH3:43])[C:29]4[C:34]([CH:35]=3)=[CH:33][CH:32]=[C:31]([NH:36][CH3:37])[CH:30]=4)[C:13]=2[CH2:12][CH2:11]1)[C:2]1[CH:7]=[CH:6][CH:5]=[CH:4][CH:3]=1.[O:47]=[C:48]1[CH2:53][CH2:52][CH2:51][CH2:50][N:49]1[CH2:54][C:55]([OH:57])=O.Cl.C(N=C=NCCCN(C)C)C.O.ON1C2C=CC=CC=2N=N1, predict the reaction product. The product is: [CH2:1]([O:8][CH2:9][C:10]1([CH3:46])[CH2:18][C:17]2[N:16]([CH2:19][O:20][CH2:21][CH2:22][Si:23]([CH3:26])([CH3:25])[CH3:24])[N:15]=[C:14]([C:27]3[N:28]([CH2:38][O:39][CH2:40][CH2:41][Si:42]([CH3:43])([CH3:45])[CH3:44])[C:29]4[C:34]([CH:35]=3)=[CH:33][CH:32]=[C:31]([N:36]([CH3:37])[C:55](=[O:57])[CH2:54][N:49]3[CH2:50][CH2:51][CH2:52][CH2:53][C:48]3=[O:47])[CH:30]=4)[C:13]=2[CH2:12][CH2:11]1)[C:2]1[CH:7]=[CH:6][CH:5]=[CH:4][CH:3]=1. (9) Given the reactants CC1(C)OC(=O)[CH:5]([CH:9]([C:13]2[CH:18]=[CH:17][C:16]([S:19][CH2:20][C:21]3[CH:26]=[CH:25][CH:24]=[CH:23][C:22]=3[CH3:27])=[CH:15][CH:14]=2)[C:10]#[C:11][CH3:12])[C:4](=[O:28])[O:3]1.N1C=CC=CC=1.Cl, predict the reaction product. The product is: [CH3:27][C:22]1[CH:23]=[CH:24][CH:25]=[CH:26][C:21]=1[CH2:20][S:19][C:16]1[CH:17]=[CH:18][C:13]([CH:9]([C:10]#[C:11][CH3:12])[CH2:5][C:4]([OH:28])=[O:3])=[CH:14][CH:15]=1. (10) The product is: [C:42]([NH:41][C:38]1[N:39]=[CH:40][C:35]([NH:34][C:22]([C:3]2[C:4]3[O:8][N:7]=[C:6]([NH:9][C:10]4[CH:15]=[CH:14][CH:13]=[C:12]([C:16]([F:17])([F:19])[F:18])[CH:11]=4)[C:5]=3[CH:20]=[CH:21][C:2]=2[Cl:1])=[O:24])=[CH:36][N:37]=1)(=[O:44])[CH3:43]. Given the reactants [Cl:1][C:2]1[CH:21]=[CH:20][C:5]2[C:6]([NH:9][C:10]3[CH:15]=[CH:14][CH:13]=[C:12]([C:16]([F:19])([F:18])[F:17])[CH:11]=3)=[N:7][O:8][C:4]=2[C:3]=1[C:22]([OH:24])=O.CCN(C(C)C)C(C)C.[NH2:34][C:35]1[CH:36]=[N:37][C:38]([NH:41][C:42](=[O:44])[CH3:43])=[N:39][CH:40]=1, predict the reaction product.